From a dataset of Forward reaction prediction with 1.9M reactions from USPTO patents (1976-2016). Predict the product of the given reaction. (1) Given the reactants C(N(CC)CC)C.[CH:8]([C:10]1[C:18]2[C:13](=[CH:14][CH:15]=[CH:16][CH:17]=2)[N:12](C(OC(C)(C)C)=O)[CH:11]=1)=[O:9].[F:26][C:27]1[CH:42]=[CH:41][C:30]([CH:31]=[N:32][C:33]2[CH:38]=[CH:37][CH:36]=[C:35]([O:39][CH3:40])[CH:34]=2)=[CH:29][CH:28]=1, predict the reaction product. The product is: [F:26][C:27]1[CH:28]=[CH:29][C:30]([CH:31]([NH:32][C:33]2[CH:38]=[CH:37][CH:36]=[C:35]([O:39][CH3:40])[CH:34]=2)[C:8]([C:10]2[C:18]3[C:13](=[CH:14][CH:15]=[CH:16][CH:17]=3)[NH:12][CH:11]=2)=[O:9])=[CH:41][CH:42]=1. (2) Given the reactants [NH2:1][C:2]1[NH:3][C:4]([CH3:10])=[C:5]([CH3:9])[C:6]=1[C:7]#[N:8].[CH3:11]OC(OC)N(C)C.[NH2:19][C:20]1[CH:21]=[C:22]([C:26]([O:28][CH3:29])=[O:27])[Se:23][C:24]=1[CH3:25], predict the reaction product. The product is: [CH3:9][C:5]1[C:6]2[C:7]([NH:19][C:20]3[CH:21]=[C:22]([C:26]([O:28][CH3:29])=[O:27])[Se:23][C:24]=3[CH3:25])=[N:8][CH:11]=[N:1][C:2]=2[NH:3][C:4]=1[CH3:10].